From a dataset of Full USPTO retrosynthesis dataset with 1.9M reactions from patents (1976-2016). Predict the reactants needed to synthesize the given product. (1) Given the product [N:1]1([C:5]2[CH:10]=[CH:9][N:8]3[CH:13]=[C:14]([C:16]4[CH:21]=[CH:20][C:19]([CH3:22])=[CH:18][CH:17]=4)[N:11]=[C:7]3[CH:6]=2)[CH2:4][CH2:3][CH2:2]1, predict the reactants needed to synthesize it. The reactants are: [N:1]1([C:5]2[CH:10]=[CH:9][N:8]=[C:7]([NH2:11])[CH:6]=2)[CH2:4][CH2:3][CH2:2]1.Br[CH2:13][C:14]([C:16]1[CH:21]=[CH:20][C:19]([CH3:22])=[CH:18][CH:17]=1)=O. (2) The reactants are: [CH:1]([C@@H:4]1[CH2:10][N:9]([C:11](=[O:21])[NH:12][C:13]2[CH:18]=[CH:17][C:16]([O:19][CH3:20])=[CH:15][CH:14]=2)[CH2:8][C:7]2[CH:22]=[CH:23][C:24]([C:26](OC)=[O:27])=[CH:25][C:6]=2[O:5]1)([CH3:3])[CH3:2].[NH2:30][OH:31].[OH-].[Na+]. Given the product [OH:31][NH:30][C:26]([C:24]1[CH:25]=[CH:6][C:7]2[CH2:8][N:9]([C:11]([NH:12][C:13]3[CH:18]=[CH:17][C:16]([O:19][CH3:20])=[CH:15][CH:14]=3)=[O:21])[CH2:10][C@@H:4]([CH:1]([CH3:3])[CH3:2])[O:5][C:22]=2[CH:23]=1)=[O:27], predict the reactants needed to synthesize it. (3) Given the product [ClH:23].[ClH:23].[CH3:21][S:18]([C:16]1[CH:17]=[C:12]([CH:8]([NH2:7])[CH2:9][CH2:10][CH3:11])[CH:13]=[N:14][CH:15]=1)(=[O:20])=[O:19], predict the reactants needed to synthesize it. The reactants are: C(OC(=O)[NH:7][CH:8]([C:12]1[CH:13]=[N:14][CH:15]=[C:16]([S:18]([CH3:21])(=[O:20])=[O:19])[CH:17]=1)[CH2:9][CH2:10][CH3:11])(C)(C)C.[ClH:23].O1CCOCC1. (4) Given the product [C:1]([C:3]1[CH:4]=[CH:5][C:6]([C:9]2[N:13]3[CH:14]=[C:15]([C:18]4[CH:26]=[CH:25][C:21]([C:22]([N:61]5[CH2:62][CH2:63][CH2:64][N:58]([C:65]([O:67][C:68]([CH3:71])([CH3:70])[CH3:69])=[O:66])[CH2:59][CH2:60]5)=[O:23])=[CH:20][CH:19]=4)[CH:16]=[CH:17][C:12]3=[N:11][CH:10]=2)=[CH:7][CH:8]=1)#[N:2], predict the reactants needed to synthesize it. The reactants are: [C:1]([C:3]1[CH:8]=[CH:7][C:6]([C:9]2[N:13]3[CH:14]=[C:15]([C:18]4[CH:26]=[CH:25][C:21]([C:22](O)=[O:23])=[CH:20][CH:19]=4)[CH:16]=[CH:17][C:12]3=[N:11][CH:10]=2)=[CH:5][CH:4]=1)#[N:2].CN(C(ON1N=NC2C=CC=NC1=2)=[N+](C)C)C.F[P-](F)(F)(F)(F)F.CN1CCOCC1.[N:58]1([C:65]([O:67][C:68]([CH3:71])([CH3:70])[CH3:69])=[O:66])[CH2:64][CH2:63][CH2:62][NH:61][CH2:60][CH2:59]1. (5) Given the product [Br:1][C:2]1[CH:3]=[C:4]([C@:9]2([CH3:10])[CH2:11][C:12]([CH2:14][I:27])([CH3:13])[S:17][C:16]([NH:18][C:19](=[O:26])[C:20]3[CH:21]=[CH:22][CH:23]=[CH:24][CH:25]=3)=[N:15]2)[CH:5]=[CH:6][C:7]=1[F:8], predict the reactants needed to synthesize it. The reactants are: [Br:1][C:2]1[CH:3]=[C:4]([C@@:9]([NH:15][C:16]([NH:18][C:19](=[O:26])[C:20]2[CH:25]=[CH:24][CH:23]=[CH:22][CH:21]=2)=[S:17])([CH2:11][C:12]([CH3:14])=[CH2:13])[CH3:10])[CH:5]=[CH:6][C:7]=1[F:8].[I:27]I. (6) Given the product [N+:16]([C:5]1[CH:6]=[C:7]([CH:9]=[CH:10][C:4]=1[CH:2]([CH3:3])[CH3:1])[NH2:8])([O-:18])=[O:17], predict the reactants needed to synthesize it. The reactants are: [CH3:1][CH:2]([C:4]1[CH:10]=[CH:9][C:7]([NH2:8])=[CH:6][CH:5]=1)[CH3:3].S(=O)(=O)(O)O.[N+:16]([O-])([OH:18])=[O:17].